From a dataset of Catalyst prediction with 721,799 reactions and 888 catalyst types from USPTO. Predict which catalyst facilitates the given reaction. (1) Reactant: [CH3:1][C:2]1[N:7]=[C:6]([CH2:8][OH:9])[CH:5]=[CH:4][CH:3]=1.[NH2:10][C:11]1[CH:16]=[CH:15][C:14](O)=[C:13]([Cl:18])[CH:12]=1.C1(P(C2C=CC=CC=2)C2C=CC=CC=2)C=CC=CC=1.CC(OC(/N=N/C(OC(C)C)=O)=O)C. Product: [Cl:18][C:13]1[CH:12]=[C:11]([NH2:10])[CH:16]=[CH:15][C:14]=1[O:9][CH2:8][C:6]1[CH:5]=[CH:4][CH:3]=[C:2]([CH3:1])[N:7]=1. The catalyst class is: 1. (2) Reactant: [NH2:1][C:2]1[NH:6][CH:5]=[N:4][C:3]=1[C:7]([NH2:9])=[O:8].[C:10]([O:14][C:15]([N:17]([CH:32]([CH3:34])[CH3:33])[CH:18](OS(C1C=CC(C)=CC=1)(=O)=O)[CH2:19][CH3:20])=[O:16])([CH3:13])([CH3:12])[CH3:11].C([O-])([O-])=O.[Cs+].[Cs+]. Product: [C:10]([O:14][C:15](=[O:16])[N:17]([CH2:18][CH2:19][CH2:20][N:6]1[C:2]([NH2:1])=[C:3]([C:7](=[O:8])[NH2:9])[N:4]=[CH:5]1)[CH:32]([CH3:33])[CH3:34])([CH3:12])([CH3:13])[CH3:11]. The catalyst class is: 3. (3) Reactant: CC1(C)C2C(=C(P(C3C=CC=CC=3)C3C=CC=CC=3)C=CC=2)OC2C(P(C3C=CC=CC=3)C3C=CC=CC=3)=CC=CC1=2.C([O-])([O-])=O.[Cs+].[Cs+].[F:49][C:50]([F:62])([F:61])[C:51]1[CH:56]=[CH:55][N:54]=[C:53]([CH2:57][C:58]([NH2:60])=[O:59])[CH:52]=1.[F:63][C@H:64]([CH2:75][CH2:76][C:77]1[N:78]=[N:79][C:80](I)=[CH:81][CH:82]=1)[CH2:65][N:66]1[CH:70]=[C:69]([C:71]([NH:73][CH3:74])=[O:72])[N:68]=[N:67]1. Product: [F:63][C@H:64]([CH2:75][CH2:76][C:77]1[N:78]=[N:79][C:80]([NH:60][C:58](=[O:59])[CH2:57][C:53]2[CH:52]=[C:51]([C:50]([F:49])([F:61])[F:62])[CH:56]=[CH:55][N:54]=2)=[CH:81][CH:82]=1)[CH2:65][N:66]1[CH:70]=[C:69]([C:71]([NH:73][CH3:74])=[O:72])[N:68]=[N:67]1. The catalyst class is: 77. (4) Reactant: [NH2:1][C:2]1[C:3]([NH:20][CH2:21][CH:22]([OH:25])[CH2:23][OH:24])=[C:4]([NH:8][C:9]([NH:11][C:12]2[CH:17]=[CH:16][C:15]([Cl:18])=[CH:14][C:13]=2[Cl:19])=S)[CH:5]=[CH:6][CH:7]=1.Cl.C(N=C=NCCCN(C)C)C. Product: [NH2:1][C:2]1[C:3]2[N:20]([CH2:21][CH:22]([OH:25])[CH2:23][OH:24])[C:9]([NH:11][C:12]3[CH:17]=[CH:16][C:15]([Cl:18])=[CH:14][C:13]=3[Cl:19])=[N:8][C:4]=2[CH:5]=[CH:6][CH:7]=1. The catalyst class is: 54.